From a dataset of NCI-60 drug combinations with 297,098 pairs across 59 cell lines. Regression. Given two drug SMILES strings and cell line genomic features, predict the synergy score measuring deviation from expected non-interaction effect. Drug 1: CN1CCC(CC1)COC2=C(C=C3C(=C2)N=CN=C3NC4=C(C=C(C=C4)Br)F)OC. Drug 2: CC(CN1CC(=O)NC(=O)C1)N2CC(=O)NC(=O)C2. Cell line: OVCAR-8. Synergy scores: CSS=26.3, Synergy_ZIP=-7.20, Synergy_Bliss=4.88, Synergy_Loewe=5.44, Synergy_HSA=5.96.